From a dataset of Peptide-MHC class II binding affinity with 134,281 pairs from IEDB. Regression. Given a peptide amino acid sequence and an MHC pseudo amino acid sequence, predict their binding affinity value. This is MHC class II binding data. (1) The peptide sequence is KDLFNTKSDSIYQ. The MHC is DRB5_0101 with pseudo-sequence DRB5_0101. The binding affinity (normalized) is 0.0418. (2) The peptide sequence is AKPDGKTDCTKEVEE. The MHC is HLA-DPA10103-DPB10401 with pseudo-sequence HLA-DPA10103-DPB10401. The binding affinity (normalized) is 0.